The task is: Predict the reaction yield, written as a fraction of the theoretical maximum amount of product (1.0 means a 100% yield; for example, 0.34 means a 34% yield).. This data is from Reaction yield outcomes from USPTO patents with 853,638 reactions. (1) The reactants are [Br:1][C:2]1[CH:3]=[C:4]2[C:9](=[CH:10][CH:11]=1)[N:8]=[CH:7][CH:6]=[C:5]2I.CC1(C)C(C)(C)OB([C:21]2[CH:22]=[N:23][NH:24][CH:25]=2)O1.C(=O)([O-])[O-].[K+].[K+]. The catalyst is O1CCOCC1.C1C=CC([PH+]([C]2[CH][CH][CH][CH]2)C2C=CC=CC=2)=CC=1.C1C=CC([PH+]([C]2[CH][CH][CH][CH]2)C2C=CC=CC=2)=CC=1.C(Cl)Cl.Cl[Pd]Cl.[Fe]. The product is [Br:1][C:2]1[CH:3]=[C:4]2[C:9](=[CH:10][CH:11]=1)[N:8]=[CH:7][CH:6]=[C:5]2[C:21]1[CH:22]=[N:23][NH:24][CH:25]=1. The yield is 0.340. (2) The reactants are [Cl:1][C:2]1[CH:7]=[C:6]([Cl:8])[CH:5]=[CH:4][C:3]=1[C:9]1[N:10]([C:24]2[CH:29]=[CH:28][C:27]([OH:30])=[CH:26][CH:25]=2)[C:11]([CH3:23])=[C:12]([C:14]([NH:16][N:17]2[CH2:22][CH2:21][CH2:20][CH2:19][CH2:18]2)=[O:15])[N:13]=1.C(N(CC)CC)C.[CH3:38][CH:39]([CH3:46])[CH2:40][CH2:41][S:42](Cl)(=[O:44])=[O:43].O. The catalyst is ClCCl. The product is [CH3:38][CH:39]([CH3:46])[CH2:40][CH2:41][S:42]([O:30][C:27]1[CH:26]=[CH:25][C:24]([N:10]2[C:11]([CH3:23])=[C:12]([C:14]([NH:16][N:17]3[CH2:22][CH2:21][CH2:20][CH2:19][CH2:18]3)=[O:15])[N:13]=[C:9]2[C:3]2[CH:4]=[CH:5][C:6]([Cl:8])=[CH:7][C:2]=2[Cl:1])=[CH:29][CH:28]=1)(=[O:44])=[O:43]. The yield is 0.710. (3) The reactants are [CH3:1][O:2][C:3](=[O:32])[C:4]1[CH:9]=[CH:8][C:7]([O:10][CH2:11][C:12]2[C:13]([C:25]3[CH:30]=[CH:29][C:28]([Cl:31])=[CH:27][CH:26]=3)=[N:14][O:15][C:16]=2/[CH:17]=C/C2C=CC=CC=2)=[N:6][CH:5]=1.I([O-])(=O)(=O)=[O:34].[Na+]. The catalyst is [Cl-].C([N+](CC)(CC)CC)C1C=CC=CC=1.O1CCOCC1.O.[Os](=O)(=O)(=O)=O. The product is [CH3:1][O:2][C:3](=[O:32])[C:4]1[CH:9]=[CH:8][C:7]([O:10][CH2:11][C:12]2[C:13]([C:25]3[CH:30]=[CH:29][C:28]([Cl:31])=[CH:27][CH:26]=3)=[N:14][O:15][C:16]=2[CH:17]=[O:34])=[N:6][CH:5]=1. The yield is 0.650. (4) The reactants are C[O:2][C:3](=O)[CH2:4][N:5]1[CH2:10][CH2:9][C:8]([F:12])([F:11])[CH2:7][CH2:6]1.[H-].[Al+3].[Li+].[H-].[H-].[H-]. The catalyst is C1COCC1. The product is [F:12][C:8]1([F:11])[CH2:7][CH2:6][N:5]([CH2:4][CH2:3][OH:2])[CH2:10][CH2:9]1. The yield is 0.990. (5) The reactants are C([CH2:3][C:4](Br)([CH3:8])[C:5]([OH:7])=[O:6])C.C(=O)(O)[O-].[Na+].[Br:15][C:16]1[C:22]([CH3:23])=[CH:21][C:19]([NH2:20])=[CH:18][C:17]=1[CH3:24].[C:25](OCC)(=O)[CH3:26]. No catalyst specified. The product is [Br:15][C:16]1[C:22]([CH3:23])=[CH:21][C:19]([NH:20][C:4]([CH3:3])([CH3:8])[C:5]([O:7][CH2:25][CH3:26])=[O:6])=[CH:18][C:17]=1[CH3:24]. The yield is 0.290. (6) The reactants are [I:1][C:2]1[C:6]([C:7]([O:9]CC)=[O:8])=[CH:5][N:4]([CH:12]2[CH2:17][CH2:16][CH2:15][CH2:14][O:13]2)[N:3]=1.[Li+].[OH-]. The catalyst is C1COCC1.CO.O. The product is [I:1][C:2]1[C:6]([C:7]([OH:9])=[O:8])=[CH:5][N:4]([CH:12]2[CH2:17][CH2:16][CH2:15][CH2:14][O:13]2)[N:3]=1. The yield is 0.960. (7) The reactants are [F:1][C:2]([F:7])([F:6])[C:3]([OH:5])=[O:4].[F:8][C:9]([F:14])([F:13])[C:10]([OH:12])=[O:11].FC(F)(F)C(O)=O.[Cl:22][C:23]1[CH:24]=[N:25][C:26]2[NH:27][C:28]3[CH:29]=[N:30][CH:31]=[C:32]([CH:54]=3)[CH2:33][CH2:34][C:35]3[CH:43]=[C:39]([NH:40][C:41]=1[N:42]=2)[CH:38]=[CH:37][C:36]=3[NH:44][C:45](=[O:53])[CH2:46][CH:47]1[CH2:52][CH2:51][NH:50][CH2:49][CH2:48]1.[CH3:55][N:56]([CH3:61])[S:57](Cl)(=[O:59])=[O:58]. No catalyst specified. The product is [F:1][C:2]([F:7])([F:6])[C:3]([OH:5])=[O:4].[F:8][C:9]([F:14])([F:13])[C:10]([OH:12])=[O:11].[Cl:22][C:23]1[CH:24]=[N:25][C:26]2[NH:27][C:28]3[CH:29]=[N:30][CH:31]=[C:32]([CH:54]=3)[CH2:33][CH2:34][C:35]3[CH:43]=[C:39]([NH:40][C:41]=1[N:42]=2)[CH:38]=[CH:37][C:36]=3[NH:44][C:45](=[O:53])[CH2:46][CH:47]1[CH2:52][CH2:51][N:50]([S:57]([N:56]([CH3:61])[CH3:55])(=[O:59])=[O:58])[CH2:49][CH2:48]1. The yield is 0.480.